This data is from Forward reaction prediction with 1.9M reactions from USPTO patents (1976-2016). The task is: Predict the product of the given reaction. (1) Given the reactants [CH3:1][O:2][C:3]1[CH:26]=[CH:25][C:6]([CH2:7][N:8]2[C:16]3[C:11](=[CH:12][C:13](/[CH:17]=[C:18]4/[C:19](=[O:24])[NH:20][C:21](=[O:23])[S:22]/4)=[CH:14][CH:15]=3)[CH:10]=[N:9]2)=[C:5]([C:27]([F:30])([F:29])[F:28])[CH:4]=1.Cl.Cl[CH2:33][CH2:34][N:35]1[CH2:39][CH2:38][CH2:37][CH2:36]1, predict the reaction product. The product is: [CH3:1][O:2][C:3]1[CH:26]=[CH:25][C:6]([CH2:7][N:8]2[C:16]3[C:11](=[CH:12][C:13](/[CH:17]=[C:18]4/[C:19](=[O:24])[N:20]([CH2:33][CH2:34][N:35]5[CH2:39][CH2:38][CH2:37][CH2:36]5)[C:21](=[O:23])[S:22]/4)=[CH:14][CH:15]=3)[CH:10]=[N:9]2)=[C:5]([C:27]([F:30])([F:29])[F:28])[CH:4]=1. (2) Given the reactants [Cl:1][C:2]1[C:7](=[O:8])[N:6]([C:9]2[CH:10]=[C:11]([CH:15]=[CH:16][C:17]=2[CH3:18])[C:12](O)=[O:13])[C:5]([CH3:19])=[N:4][C:3]=1[O:20][CH2:21][C:22]1[CH:27]=[CH:26][CH:25]=[C:24]([CH3:28])[CH:23]=1.[C:29](N1C=CN=C1)(N1C=CN=C1)=O.Cl.[CH3:42][N:43](C)[OH:44].C(N(CC)CC)C, predict the reaction product. The product is: [Cl:1][C:2]1[C:7](=[O:8])[N:6]([C:9]2[CH:10]=[C:11]([CH:15]=[CH:16][C:17]=2[CH3:18])[C:12]([N:43]([O:44][CH3:29])[CH3:42])=[O:13])[C:5]([CH3:19])=[N:4][C:3]=1[O:20][CH2:21][C:22]1[CH:27]=[CH:26][CH:25]=[C:24]([CH3:28])[CH:23]=1.